From a dataset of Forward reaction prediction with 1.9M reactions from USPTO patents (1976-2016). Predict the product of the given reaction. (1) Given the reactants [C:1]([C:5]1[CH:23]=[CH:22][C:8]([C:9]([NH:11][C:12]2[N:13]=[C:14]3[CH:19]=[CH:18][C:17](Cl)=[N:16][N:15]3[CH:21]=2)=[O:10])=[CH:7][CH:6]=1)([CH3:4])([CH3:3])[CH3:2].[N-:24]=[N+:25]=[N-:26].[Na+], predict the reaction product. The product is: [N:24]([C:17]1[CH:18]=[CH:19][C:14]2[N:15]([CH:21]=[C:12]([NH:11][C:9](=[O:10])[C:8]3[CH:22]=[CH:23][C:5]([C:1]([CH3:4])([CH3:3])[CH3:2])=[CH:6][CH:7]=3)[N:13]=2)[N:16]=1)=[N+:25]=[N-:26]. (2) Given the reactants [Cl:1][C:2]1[N:7]=[N:6][C:5]([N:8]2[CH2:14][CH2:13][CH2:12][N:11]([CH:15]3[CH2:17][CH2:16]3)[CH2:10][CH2:9]2)=[CH:4][CH:3]=1.[C:18]([NH:21][C:22]1[CH:27]=[CH:26][C:25](B(O)O)=[CH:24][CH:23]=1)(=[O:20])[CH3:19], predict the reaction product. The product is: [ClH:1].[ClH:1].[CH:15]1([N:11]2[CH2:12][CH2:13][CH2:14][N:8]([C:5]3[N:6]=[N:7][C:2]([C:25]4[CH:26]=[CH:27][C:22]([NH:21][C:18](=[O:20])[CH3:19])=[CH:23][CH:24]=4)=[CH:3][CH:4]=3)[CH2:9][CH2:10]2)[CH2:17][CH2:16]1. (3) Given the reactants C[O:2][C:3](=[O:33])[CH2:4][CH2:5][CH2:6][CH2:7][CH2:8][O:9][C:10]1[CH:11]=[CH:12][C:13]2[N:17]=[C:16]([S:18][CH2:19][C:20]3[CH:25]=[CH:24][CH:23]=[CH:22][CH:21]=3)[N:15]([C:26]3[CH:31]=[CH:30][CH:29]=[CH:28][CH:27]=3)[C:14]=2[CH:32]=1.[OH-].[Li+], predict the reaction product. The product is: [CH2:19]([S:18][C:16]1[N:15]([C:26]2[CH:31]=[CH:30][CH:29]=[CH:28][CH:27]=2)[C:14]2[CH:32]=[C:10]([O:9][CH2:8][CH2:7][CH2:6][CH2:5][CH2:4][C:3]([OH:33])=[O:2])[CH:11]=[CH:12][C:13]=2[N:17]=1)[C:20]1[CH:25]=[CH:24][CH:23]=[CH:22][CH:21]=1.